Predict which catalyst facilitates the given reaction. From a dataset of Catalyst prediction with 721,799 reactions and 888 catalyst types from USPTO. (1) Reactant: [C:1]([NH2:5])(=[O:4])[CH:2]=[CH2:3].[F:6][C:7]1[CH:12]=[CH:11][C:10]([C:13]([F:16])([F:15])[F:14])=[CH:9][C:8]=1[NH:17][C:18]([NH:20][C:21]1[CH:26]=[CH:25][CH:24]=[C:23](I)[CH:22]=1)=[O:19]. Product: [F:6][C:7]1[CH:12]=[CH:11][C:10]([C:13]([F:16])([F:15])[F:14])=[CH:9][C:8]=1[NH:17][C:18]([NH:20][C:21]1[CH:22]=[C:23](/[CH:3]=[CH:2]/[C:1]([NH2:5])=[O:4])[CH:24]=[CH:25][CH:26]=1)=[O:19]. The catalyst class is: 167. (2) Reactant: C[O:2][C:3](=[O:18])[CH2:4][C:5]1[CH:10]=[C:9]([O:11][CH:12]([F:14])[F:13])[C:8]([O:15][CH3:16])=[CH:7][C:6]=1[Br:17].[OH-].[Li+].Cl. Product: [Br:17][C:6]1[CH:7]=[C:8]([O:15][CH3:16])[C:9]([O:11][CH:12]([F:14])[F:13])=[CH:10][C:5]=1[CH2:4][C:3]([OH:18])=[O:2]. The catalyst class is: 24. (3) Reactant: Br[C:2]1[C:6]([CH3:7])=[CH:5][S:4][CH:3]=1.[Cl-].[Li+].C([Mg]Cl)(C)C.Cl[C:16]([O:18][CH3:19])=[O:17]. Product: [CH3:7][C:6]1[C:2]([C:16]([O:18][CH3:19])=[O:17])=[CH:3][S:4][CH:5]=1. The catalyst class is: 1. (4) Reactant: C[O:2][C:3](=[O:29])[CH:4]([N:14]1[CH2:18][C:17]([O:19][C:20]2[C:25]([F:26])=[CH:24][CH:23]=[CH:22][C:21]=2[F:27])=[CH:16][C:15]1=[O:28])[CH2:5][C:6]1[C:11]([Cl:12])=[CH:10][CH:9]=[CH:8][C:7]=1[Cl:13].O1CCCC1.O.[OH-].[Li+]. Product: [Cl:13][C:7]1[CH:8]=[CH:9][CH:10]=[C:11]([Cl:12])[C:6]=1[CH2:5][CH:4]([N:14]1[CH2:18][C:17]([O:19][C:20]2[C:21]([F:27])=[CH:22][CH:23]=[CH:24][C:25]=2[F:26])=[CH:16][C:15]1=[O:28])[C:3]([OH:29])=[O:2]. The catalyst class is: 6. (5) Reactant: [Br:1][C:2]1[CH:10]=[CH:9][CH:8]=[C:7]2[C:3]=1[CH2:4][C:5](=[N:12]O)[C:6]2=[O:11].P(Cl)(Cl)(Cl)(Cl)[Cl:15]. Product: [Br:1][C:2]1[CH:10]=[CH:9][CH:8]=[C:7]2[C:3]=1[CH:4]=[C:5]([Cl:15])[NH:12][C:6]2=[O:11]. The catalyst class is: 22. (6) The catalyst class is: 81. Product: [CH3:14][N:13]([CH3:15])[CH:12]=[CH:19][C:18]([C:7]1[CH:6]=[N:5][CH:4]=[CH:9][CH:8]=1)=[O:20]. Reactant: C([C:4]1[CH:9]=[CH:8][CH:7]=[CH:6][N:5]=1)(=O)C.CO[CH:12](OC)[N:13]([CH3:15])[CH3:14].[CH2:18]([O:20]CC)[CH3:19]. (7) Reactant: [CH2:1]([O:8][C:9]1[C:10]([C:18]([OH:20])=O)=[N:11][NH:12][C:13]=1[C:14]([O:16][CH3:17])=[O:15])[C:2]1[CH:7]=[CH:6][CH:5]=[CH:4][CH:3]=1.C1C=NC2N(O)N=NC=2C=1.[CH3:31][NH:32][CH2:33][C@@H:34]([C:36]1[CH:41]=[CH:40][CH:39]=[CH:38][CH:37]=1)[OH:35].C(N(CC)CC)C.C(Cl)CCl. Product: [CH2:1]([O:8][C:9]1[C:13]([C:14]([O:16][CH3:17])=[O:15])=[N:12][NH:11][C:10]=1[C:18]([N:32]([CH2:33][C@H:34]([OH:35])[C:36]1[CH:41]=[CH:40][CH:39]=[CH:38][CH:37]=1)[CH3:31])=[O:20])[C:2]1[CH:3]=[CH:4][CH:5]=[CH:6][CH:7]=1. The catalyst class is: 3.